This data is from Reaction yield outcomes from USPTO patents with 853,638 reactions. The task is: Predict the reaction yield, written as a fraction of the theoretical maximum amount of product (1.0 means a 100% yield; for example, 0.34 means a 34% yield). (1) The reactants are [NH2:1][C:2]1[C:11]2[C:6](=[C:7](I)[C:8]([F:12])=[CH:9][CH:10]=2)[N:5]=[N:4][C:3]=1[C:14]([NH:16][CH:17]1[CH2:19][CH2:18]1)=[O:15].[CH3:20][O:21][C:22]1[CH:27]=[C:26]([O:28][CH3:29])[CH:25]=[CH:24][C:23]=1B(O)O. No catalyst specified. The product is [NH2:1][C:2]1[C:11]2[C:6](=[C:7]([C:25]3[CH:24]=[CH:23][C:22]([O:21][CH3:20])=[CH:27][C:26]=3[O:28][CH3:29])[C:8]([F:12])=[CH:9][CH:10]=2)[N:5]=[N:4][C:3]=1[C:14]([NH:16][CH:17]1[CH2:19][CH2:18]1)=[O:15]. The yield is 0.600. (2) The reactants are [OH:1][C:2]1[CH:7]=[CH:6][C:5]([Br:8])=[CH:4][N:3]=1.[H-].[Na+].[CH2:11](Br)[C:12]1[CH:17]=[CH:16][CH:15]=[CH:14][CH:13]=1.O. The catalyst is CN(C=O)C. The product is [Br:8][C:5]1[CH:6]=[CH:7][C:2]([O:1][CH2:11][C:12]2[CH:17]=[CH:16][CH:15]=[CH:14][CH:13]=2)=[N:3][CH:4]=1. The yield is 0.990. (3) The reactants are C(NC(C)C)(C)C.C([Li])CCC.[Cl:13][C:14]1[N:19]=[C:18]([Cl:20])[CH:17]=[C:16]([Cl:21])[N:15]=1.[C:22](=[O:24])=[O:23].Cl. The catalyst is C1COCC1. The product is [Cl:13][C:14]1[N:19]=[C:18]([Cl:20])[C:17]([C:22]([OH:24])=[O:23])=[C:16]([Cl:21])[N:15]=1. The yield is 0.490. (4) The yield is 0.860. The product is [ClH:33].[CH3:32][C@@H:28]1[CH2:27][NH:26][CH2:31][CH2:30][N:29]1[C:16]([C:14]1[S:15][C:11]([C:3]2[C:2]([CH3:1])=[C:6]([C:7]([F:8])([F:9])[F:10])[O:5][N:4]=2)=[CH:12][CH:13]=1)=[O:18]. The catalyst is O1CCOCC1. The reactants are [CH3:1][C:2]1[C:3]([C:11]2[S:15][C:14]([C:16]([OH:18])=O)=[CH:13][CH:12]=2)=[N:4][O:5][C:6]=1[C:7]([F:10])([F:9])[F:8].C([N:26]1[CH2:31][CH2:30][NH:29][C@H:28]([CH3:32])[CH2:27]1)(OC(C)(C)C)=O.[ClH:33]. (5) The reactants are [CH2:1]([O:3][C:4](=[O:20])[CH:5]([C:11]1[CH:16]=[C:15]([NH2:17])[C:14]([CH3:18])=[CH:13][C:12]=1[Cl:19])C(OCC)=O)[CH3:2].[Cl-].[Li+]. The catalyst is CS(C)=O.O. The product is [CH2:1]([O:3][C:4](=[O:20])[CH2:5][C:11]1[CH:16]=[C:15]([NH2:17])[C:14]([CH3:18])=[CH:13][C:12]=1[Cl:19])[CH3:2]. The yield is 0.500. (6) The reactants are [F-].C([N+](CCCC)(CCCC)CCCC)CCC.[Si]([O:36][CH2:37][C@H:38]1[CH2:42][O:41][C:40](=[O:43])[N:39]1[C:44]1[CH:49]=[CH:48][N:47]=[C:46]([F:50])[N:45]=1)(C(C)(C)C)(C1C=CC=CC=1)C1C=CC=CC=1. The catalyst is C1COCC1.[Cl-].[Na+]. The product is [F:50][C:46]1[N:45]=[C:44]([N:39]2[C@@H:38]([CH2:37][OH:36])[CH2:42][O:41][C:40]2=[O:43])[CH:49]=[CH:48][N:47]=1. The yield is 0.600. (7) The reactants are [Cl:1][C:2]1[CH:3]=[CH:4][CH:5]=[C:6]2[C:10]=1[NH:9][CH:8]=[C:7]2[CH:11]=O.[CH3:13][N:14]1C2C(=CC=CC=2)C(C)=C1C=O. No catalyst specified. The product is [Cl:1][C:2]1[CH:3]=[CH:4][CH:5]=[C:6]2[C:10]=1[NH:9][CH:8]=[C:7]2[CH2:11][NH:14][CH3:13]. The yield is 0.920.